Dataset: Cav3 T-type calcium channel HTS with 100,875 compounds. Task: Binary Classification. Given a drug SMILES string, predict its activity (active/inactive) in a high-throughput screening assay against a specified biological target. (1) The result is 0 (inactive). The drug is Clc1cc(NC(=O)Nc2ccc(cc2)CC#N)ccc1. (2) The molecule is S(=O)(=O)(N(CC(=O)Nc1cccnc1)c1c(OC)cccc1)c1ccc(OC)cc1. The result is 0 (inactive). (3) The molecule is S(=O)(=O)(Nc1ccc(OC(F)(F)F)cc1)c1cc2n(c(=O)c(=O)n(c2cc1)C)C. The result is 0 (inactive). (4) The molecule is O=C(Nc1c2c(nccc2)ccc1)c1ncc(nc1)C. The result is 0 (inactive). (5) The drug is O=C(NC1CCCC1)C(N(c1ccccc1)C(=O)CNC(=O)C)(CC)C. The result is 0 (inactive).